Task: Predict the reaction yield, written as a fraction of the theoretical maximum amount of product (1.0 means a 100% yield; for example, 0.34 means a 34% yield).. Dataset: Reaction yield outcomes from USPTO patents with 853,638 reactions (1) The reactants are [Al+3].[Cl-].[Cl-].[Cl-].[CH3:5][O:6][C:7](=[O:11])[C:8](Cl)=[O:9].[C:12]1([OH:22])[C:21]2[C:16](=[CH:17][CH:18]=[CH:19][CH:20]=2)[CH:15]=[CH:14][CH:13]=1.O. The catalyst is C(Cl)Cl. The product is [CH3:5][O:6][C:7](=[O:11])[C:8]([C:15]1[C:16]2[C:21](=[CH:20][CH:19]=[CH:18][CH:17]=2)[C:12]([OH:22])=[CH:13][CH:14]=1)=[O:9]. The yield is 0.380. (2) The reactants are [O:1]=[C:2]1[C:7]([CH2:8][C:9]2[CH:14]=[CH:13][C:12]([C:15]3[CH:20]=[CH:19][CH:18]=[CH:17][C:16]=3[C:21]3[NH:25][C:24](=[O:26])[O:23][N:22]=3)=[CH:11][CH:10]=2)=[C:6]([CH2:27][CH2:28][CH3:29])[N:5]2[N:30]=[CH:31][N:32]=[C:4]2[N:3]1[C@H:33]1[CH2:38][CH2:37][C@H:36]([O:39][CH2:40][C:41]2([C:45]([NH2:47])=O)[CH2:44][CH2:43][CH2:42]2)[CH2:35][CH2:34]1.N1C=CC=CC=1.FC(F)(F)C(OC(=O)C(F)(F)F)=O. The catalyst is O1CCCC1.C(OCC)(=O)C. The product is [O:1]=[C:2]1[C:7]([CH2:8][C:9]2[CH:14]=[CH:13][C:12]([C:15]3[CH:20]=[CH:19][CH:18]=[CH:17][C:16]=3[C:21]3[NH:25][C:24](=[O:26])[O:23][N:22]=3)=[CH:11][CH:10]=2)=[C:6]([CH2:27][CH2:28][CH3:29])[N:5]2[N:30]=[CH:31][N:32]=[C:4]2[N:3]1[C@H:33]1[CH2:34][CH2:35][C@H:36]([O:39][CH2:40][C:41]2([C:45]#[N:47])[CH2:44][CH2:43][CH2:42]2)[CH2:37][CH2:38]1. The yield is 0.690. (3) The reactants are Cl[C:2]1[N:7]=[C:6]([NH:8][C@@H:9]2[CH2:17][C@H:16]3[N:12]([CH2:13][CH2:14][CH2:15]3)[C:11]([CH3:19])([CH3:18])[CH2:10]2)[C:5]([F:20])=[CH:4][N:3]=1.[NH2:21][C:22]1[CH:41]=[CH:40][C:25]([O:26][CH:27]2[CH2:32][CH2:31][N:30](C(OC(C)(C)C)=O)[CH2:29][CH2:28]2)=[C:24]([C:42]([F:45])([F:44])[F:43])[CH:23]=1.CC1C=CC(S(O)(=O)=O)=CC=1. The catalyst is CC(O)C.CCOC(C)=O. The product is [CH3:18][C:11]1([CH3:19])[CH2:10][C@H:9]([NH:8][C:6]2[C:5]([F:20])=[CH:4][N:3]=[C:2]([NH:21][C:22]3[CH:41]=[CH:40][C:25]([O:26][CH:27]4[CH2:28][CH2:29][NH:30][CH2:31][CH2:32]4)=[C:24]([C:42]([F:45])([F:43])[F:44])[CH:23]=3)[N:7]=2)[CH2:17][C@H:16]2[N:12]1[CH2:13][CH2:14][CH2:15]2. The yield is 0.360. (4) The reactants are Cl.[K].NC1C=CC(F)=CC=1S.O.[C:13]1([CH3:23])[CH:18]=[CH:17][C:16]([S:19]([OH:22])(=[O:21])=[O:20])=[CH:15][CH:14]=1. The catalyst is O1CCCC1.O. The product is [CH3:23][C:13]1[CH:18]=[CH:17][C:16]([S:19]([OH:22])(=[O:21])=[O:20])=[CH:15][CH:14]=1. The yield is 0.756. (5) The reactants are [CH3:1][C:2]1[NH:6][C:5]2[C:7]([C:17]([O:19]C)=[O:18])=[CH:8][C:9]([N:11]3[CH2:16][CH2:15][O:14][CH2:13][CH2:12]3)=[CH:10][C:4]=2[N:3]=1.[CH3:21][C:22]1[C:29]([CH3:30])=[CH:28][CH:27]=[CH:26][C:23]=1[CH2:24]Br.C(=O)([O-])[O-].[K+].[K+].[OH-].[Li+]. The catalyst is CN(C)C=O.O1CCCC1.O. The product is [CH3:21][C:22]1[C:29]([CH3:30])=[CH:28][CH:27]=[CH:26][C:23]=1[CH2:24][N:3]1[C:4]2[CH:10]=[C:9]([N:11]3[CH2:16][CH2:15][O:14][CH2:13][CH2:12]3)[CH:8]=[C:7]([C:17]([OH:19])=[O:18])[C:5]=2[N:6]=[C:2]1[CH3:1]. The yield is 0.200. (6) The reactants are BrC1C=C[C:5](NCC(OC)=O)=[N:6]C=1.[CH3:14][N:15]1[C:23]2[C:18](=[CH:19][CH:20]=[CH:21][C:22]=2[CH3:24])[C:17]([C:25]([O-])=O)=[CH:16]1.CN1C2C(=CC=CC=2)C(C)=C1C([O-])=O. No catalyst specified. The product is [CH3:14][N:15]1[C:23]2[C:18](=[CH:19][CH:20]=[CH:21][C:22]=2[CH3:24])[C:17]([CH2:25][NH:6][CH3:5])=[CH:16]1. The yield is 0.980. (7) The catalyst is C(Cl)Cl. The yield is 0.860. The product is [F:25][C:24]([F:27])([F:26])[S:21]([O:14][C:10]1[C:8]2[O:9][C:2]3[C:3]([C:7]=2[CH:13]=[CH:12][CH:11]=1)=[CH:4][CH:5]=[CH:6][N:1]=3)(=[O:23])=[O:22]. The reactants are [N:1]1[CH:6]=[CH:5][CH:4]=[C:3]2[C:7]3[CH:13]=[CH:12][CH:11]=[C:10]([OH:14])[C:8]=3[O:9][C:2]=12.N1C=CC=CC=1.[S:21](O[S:21]([C:24]([F:27])([F:26])[F:25])(=[O:23])=[O:22])([C:24]([F:27])([F:26])[F:25])(=[O:23])=[O:22]. (8) The reactants are [CH:1]1([C:4]2[NH:8][N:7]=[C:6]([NH:9][C:10]3[C:15](N)=[CH:14][N:13]=[C:12]([C:17]4[CH:22]=[CH:21][CH:20]=[CH:19][N:18]=4)[N:11]=3)[CH:5]=2)[CH2:3][CH2:2]1.N([O-])=O.[Na+].CC1C=CC(COC(NNC(C2C=NC=CN=2)=O)=O)=CC=1.C([O-])([O-])=O.[Na+].[Na+].[ClH:54]. The catalyst is Cl[Cu]. The product is [Cl:54][C:15]1[C:10]([NH:9][C:6]2[CH:5]=[C:4]([CH:1]3[CH2:3][CH2:2]3)[NH:8][N:7]=2)=[N:11][C:12]([C:17]2[CH:22]=[CH:21][CH:20]=[CH:19][N:18]=2)=[N:13][CH:14]=1. The yield is 0.500.